Task: Predict which catalyst facilitates the given reaction.. Dataset: Catalyst prediction with 721,799 reactions and 888 catalyst types from USPTO (1) Reactant: [CH3:1][C:2]1[NH:3][CH:4]=[C:5]([C:7]([OH:9])=[O:8])[N:6]=1.C(N(CC)C(C)C)(C)C.F[C:20]1[CH:25]=[CH:24][C:23]([S:26]([CH3:29])(=[O:28])=[O:27])=[CH:22][C:21]=1[F:30]. Product: [F:30][C:21]1[CH:22]=[C:23]([S:26]([CH3:29])(=[O:28])=[O:27])[CH:24]=[CH:25][C:20]=1[N:3]1[CH:4]=[C:5]([C:7]([OH:9])=[O:8])[N:6]=[C:2]1[CH3:1]. The catalyst class is: 9. (2) Reactant: [NH:1]1[C:5]([C:6]([O:8][CH2:9][CH3:10])=[O:7])=[CH:4][C:3]([C:11]([O:13][CH2:14][CH3:15])=[O:12])=[N:2]1.Br[CH2:17][C:18]([C:20]1[CH:25]=[CH:24][C:23]([C:26]([CH3:29])([CH3:28])[CH3:27])=[CH:22][CH:21]=1)=[O:19].C(=O)([O-])[O-].[K+].[K+]. Product: [CH2:9]([O:8][C:6]([C:5]1[CH:4]=[C:3]([C:11]([O:13][CH2:14][CH3:15])=[O:12])[N:2]([CH2:17][C:18]([C:20]2[CH:25]=[CH:24][C:23]([C:26]([CH3:29])([CH3:28])[CH3:27])=[CH:22][CH:21]=2)=[O:19])[N:1]=1)=[O:7])[CH3:10]. The catalyst class is: 21. (3) Reactant: [Br:1][C:2]1[CH:3]=[C:4]2[NH:10][CH2:9][C:8]3([CH2:15][CH2:14][O:13][CH2:12][CH2:11]3)[C:5]2=[N:6][CH:7]=1.Cl[C:17]1[C:26]2[C:21](=[CH:22][C:23]([F:27])=[CH:24][CH:25]=2)[N:20]=[C:19]([C:28]2[CH:33]=[CH:32][CH:31]=[CH:30][N:29]=2)[C:18]=1[CH3:34].Cl.O1CCOCC1. Product: [Br:1][C:2]1[CH:3]=[C:4]2[N:10]([C:17]3[C:26]4[C:21](=[CH:22][C:23]([F:27])=[CH:24][CH:25]=4)[N:20]=[C:19]([C:28]4[CH:33]=[CH:32][CH:31]=[CH:30][N:29]=4)[C:18]=3[CH3:34])[CH2:9][C:8]3([CH2:15][CH2:14][O:13][CH2:12][CH2:11]3)[C:5]2=[N:6][CH:7]=1. The catalyst class is: 37. (4) Reactant: [F:1][C:2]1[CH:7]=[C:6]([C:8]([N:10]2[CH2:15][CH2:14][NH:13][CH2:12][CH2:11]2)=[O:9])[CH:5]=[CH:4][C:3]=1[N:16]1[C@H:20]([CH2:21][O:22][CH3:23])[CH2:19][O:18][C:17]1=[O:24].Cl[C:26]1[C:31]([Cl:32])=[CH:30][C:29]([Cl:33])=[CH:28][N:27]=1.C(=O)([O-])[O-].[K+].[K+].C(OCC)(=O)C. Product: [Cl:32][C:31]1[C:26]([N:13]2[CH2:14][CH2:15][N:10]([C:8]([C:6]3[CH:5]=[CH:4][C:3]([N:16]4[C@H:20]([CH2:21][O:22][CH3:23])[CH2:19][O:18][C:17]4=[O:24])=[C:2]([F:1])[CH:7]=3)=[O:9])[CH2:11][CH2:12]2)=[N:27][CH:28]=[C:29]([Cl:33])[CH:30]=1. The catalyst class is: 9. (5) Reactant: [C:1]1([NH:7][NH2:8])[CH:6]=[CH:5][CH:4]=[CH:3][CH:2]=1.[C:9]1(=[O:15])[O:14][C:12](=[O:13])[CH2:11][CH2:10]1. Product: [C:1]1([NH:7][NH:8][C:9]([CH2:10][CH2:11][C:12]([OH:14])=[O:13])=[O:15])[CH:6]=[CH:5][CH:4]=[CH:3][CH:2]=1. The catalyst class is: 4.